From a dataset of Reaction yield outcomes from USPTO patents with 853,638 reactions. Predict the reaction yield, written as a fraction of the theoretical maximum amount of product (1.0 means a 100% yield; for example, 0.34 means a 34% yield). (1) The reactants are [CH3:1][C:2]1[S:6][CH:5]=[N:4][C:3]=1[CH:7]([OH:9])[CH3:8].[Br:10]N1C(=O)CCC1=O.C1(C(OOC(=O)C2C=CC=CC=2)=O)C=CC=CC=1. The catalyst is C(Cl)(Cl)(Cl)Cl. The product is [Br:10][CH2:1][C:2]1[S:6][CH:5]=[N:4][C:3]=1[C:7](=[O:9])[CH3:8]. The yield is 0.400. (2) The reactants are C([O:4][CH2:5][C:6]([CH3:55])([CH3:54])[CH2:7][N:8]1[C:14]2[CH:15]=[CH:16][C:17]([Cl:19])=[CH:18][C:13]=2[C@@H:12]([C:20]2[CH:25]=[CH:24][CH:23]=[C:22]([O:26][CH3:27])[C:21]=2[O:28][CH3:29])[O:11][C@H:10]([CH2:30][C:31]([NH:33][C:34]2[CH:35]=[CH:36][C:37]3[O:41][C:40]([C:42]([O:44]CC)=[O:43])=[C:39]([O:47][CH2:48][C:49]([OH:51])=[O:50])[C:38]=3[CH:52]=2)=[O:32])[C:9]1=[O:53])(=O)C.[OH-].[Na+].Cl. The catalyst is O1CCCC1.C(O)C. The product is [Cl:19][C:17]1[CH:16]=[CH:15][C:14]2[N:8]([CH2:7][C:6]([CH3:55])([CH3:54])[CH2:5][OH:4])[C:9](=[O:53])[C@@H:10]([CH2:30][C:31]([NH:33][C:34]3[CH:35]=[CH:36][C:37]4[O:41][C:40]([C:42]([OH:44])=[O:43])=[C:39]([O:47][CH2:48][C:49]([OH:51])=[O:50])[C:38]=4[CH:52]=3)=[O:32])[O:11][C@H:12]([C:20]3[CH:25]=[CH:24][CH:23]=[C:22]([O:26][CH3:27])[C:21]=3[O:28][CH3:29])[C:13]=2[CH:18]=1. The yield is 0.721. (3) The reactants are CC1[C:3]([C:13]([OH:15])=[O:14])=[N:4][N:5]([C:7]2[CH:12]=[CH:11][CH:10]=[CH:9][CH:8]=2)[N:6]=1.[OH-:16].[Na+].[O-][Mn](=O)(=O)=O.[K+].[CH2:24]([OH:26])[CH3:25]. The catalyst is O. The product is [C:7]1([N:5]2[N:6]=[C:25]([C:24]([OH:16])=[O:26])[C:3]([C:13]([OH:15])=[O:14])=[N:4]2)[CH:12]=[CH:11][CH:10]=[CH:9][CH:8]=1. The yield is 0.950. (4) The reactants are [OH-].[Na+].CC1C=CC(S([O:13][C:14]2[CH:23]=[CH:22][CH:21]=[C:20]3[C:15]=2[CH:16]=[CH:17][CH:18]=[C:19]3[S:24]([NH2:27])(=[O:26])=[O:25])(=O)=O)=CC=1.Cl. The catalyst is CO. The product is [CH2:16]([NH:27][S:24]([C:19]1[C:20]2[C:15](=[C:14]([OH:13])[CH:23]=[CH:22][CH:21]=2)[CH:16]=[CH:17][CH:18]=1)(=[O:25])=[O:26])[C:15]1[CH:20]=[CH:21][CH:22]=[CH:23][CH:14]=1. The yield is 0.762. (5) The reactants are Br[C:2]1[CH:3]=[C:4]2[C:10]([C:11]3[CH:12]=[C:13]([CH:27]=[C:28]([O:30][CH:31]([CH3:33])[CH3:32])[CH:29]=3)[CH2:14][NH:15][C:16]3[N:26]=[CH:25][CH:24]=[CH:23][C:17]=3[C:18]([O:20][CH2:21][CH3:22])=[O:19])=[CH:9][N:8]([S:34]([C:37]3[CH:42]=[CH:41][CH:40]=[CH:39][CH:38]=3)(=[O:36])=[O:35])[C:5]2=[N:6][CH:7]=1.[NH:43]1[C:47](B(O)O)=[CH:46][CH:45]=[N:44]1.C([O-])([O-])=O.[Na+].[Na+].O. The catalyst is CN(C=O)C. The product is [CH:31]([O:30][C:28]1[CH:27]=[C:13]([CH:12]=[C:11]([C:10]2[C:4]3[C:5](=[N:6][CH:7]=[C:2]([C:45]4[NH:44][N:43]=[CH:47][CH:46]=4)[CH:3]=3)[N:8]([S:34]([C:37]3[CH:38]=[CH:39][CH:40]=[CH:41][CH:42]=3)(=[O:35])=[O:36])[CH:9]=2)[CH:29]=1)[CH2:14][NH:15][C:16]1[N:26]=[CH:25][CH:24]=[CH:23][C:17]=1[C:18]([O:20][CH2:21][CH3:22])=[O:19])([CH3:33])[CH3:32]. The yield is 0.210. (6) The reactants are [CH2:1]([O:3][C:4]([N:6]1[CH2:11][CH2:10][CH:9]([NH:12][C:13]2[C:18]([N+:19]([O-])=O)=[CH:17][CH:16]=[CH:15][C:14]=2[CH3:22])[CH2:8][CH2:7]1)=[O:5])[CH3:2]. The catalyst is O1CCCC1.[Ni].C(O)C. The product is [NH2:19][C:18]1[CH:17]=[CH:16][CH:15]=[C:14]([CH3:22])[C:13]=1[NH:12][CH:9]1[CH2:8][CH2:7][N:6]([C:4]([O:3][CH2:1][CH3:2])=[O:5])[CH2:11][CH2:10]1. The yield is 0.830. (7) The reactants are C([C@H]([C@@H](C(OC(C)C)=O)O)O)(OC(C)C)=[O:2].[Br:17][C:18]1[CH:23]=[CH:22][CH:21]=[CH:20][C:19]=1/[CH:24]=[CH:25]/[CH2:26][OH:27].[OH-].[Na+].[Cl-].[Na+].C(=O)=[O:33]. The catalyst is ClCCl.CC(C)[O-].[Ti+4].CC(C)[O-].CC(C)[O-].CC(C)[O-].CO.C(OCC)C. The product is [Br:17][C:18]1[CH:23]=[CH:22][CH:21]=[CH:20][C:19]=1[C@H:24]1[O:2][C@@H:25]1[CH2:26][OH:27].[Br:17][C:18]1[CH:23]=[CH:22][CH:21]=[CH:20][C:19]=1[C@@H:24]1[O:33][C@H:25]1[CH2:26][OH:27]. The yield is 0.290. (8) The reactants are [Br:1][C:2]1[CH:11]=[CH:10][CH:9]=[C:8]2[C:3]=1[CH:4]=[CH:5][CH:6]=[C:7]2[C:12]([OH:14])=O.ClC(OCC(C)C)=O.Cl.[CH3:24][NH:25][O:26][CH3:27]. The catalyst is C1COCC1.O. The product is [Br:1][C:2]1[CH:11]=[CH:10][CH:9]=[C:8]2[C:3]=1[CH:4]=[CH:5][CH:6]=[C:7]2[C:12]([N:25]([O:26][CH3:27])[CH3:24])=[O:14]. The yield is 0.300. (9) The reactants are [C:1]([O:5][C:6]([N:8]1[CH2:13][CH2:12][N:11]([C:14]2[C:19]([CH:20]3[CH2:22][CH2:21]3)=[C:18]([N:23]=C(C3C=CC=CC=3)C3C=CC=CC=3)[N:17]=[CH:16][N:15]=2)[CH2:10][CH2:9]1)=[O:7])([CH3:4])([CH3:3])[CH3:2].Cl.NO.CC([O-])=O.[Na+]. The catalyst is CO. The product is [C:1]([O:5][C:6]([N:8]1[CH2:13][CH2:12][N:11]([C:14]2[C:19]([CH:20]3[CH2:22][CH2:21]3)=[C:18]([NH2:23])[N:17]=[CH:16][N:15]=2)[CH2:10][CH2:9]1)=[O:7])([CH3:4])([CH3:2])[CH3:3]. The yield is 0.950.